Task: Binary Classification. Given a drug SMILES string, predict its activity (active/inactive) in a high-throughput screening assay against a specified biological target.. Dataset: HIV replication inhibition screening data with 41,000+ compounds from the AIDS Antiviral Screen (1) The compound is CC(C)N1CC2CC(CN(C(=O)c3ccc(Cl)cc3)C2)C1. The result is 0 (inactive). (2) The drug is CCNc1cc2oc(=O)cc(C)c2cc1C. The result is 0 (inactive). (3) The result is 0 (inactive). The molecule is C=C(C)Cn1c(=O)n(CC(=C)C)c(=O)n(CC(=C)C)c1=O. (4) The compound is C#CCOCC12C=CC(O1)C1C(=O)OCC12. The result is 0 (inactive). (5) The result is 0 (inactive). The compound is C=C1CCC(C)(c2ccc(C)cc2)C1C. (6) The drug is O=C(O)C1CSC(c2ccc(Cl)cc2)N1. The result is 0 (inactive).